From a dataset of Catalyst prediction with 721,799 reactions and 888 catalyst types from USPTO. Predict which catalyst facilitates the given reaction. (1) Reactant: [CH3:1][C:2]1[C:10]2[O:9][CH:8]=[CH:7][C:6]=2[CH:5]=[CH:4][C:3]=1[C:11]([OH:13])=[O:12].[H][H]. Product: [CH3:1][C:2]1[C:10]2[O:9][CH2:8][CH2:7][C:6]=2[CH:5]=[CH:4][C:3]=1[C:11]([OH:13])=[O:12]. The catalyst class is: 421. (2) Reactant: Br[C:2]1[C:3]2[O:12][C:11]([CH2:13][N:14]3[CH2:19][CH2:18][N:17]([S:20]([CH3:23])(=[O:22])=[O:21])[CH2:16][C@H:15]3[CH3:24])=[CH:10][C:4]=2[C:5](=[O:9])[N:6]([CH3:8])[CH:7]=1.CC1(C)C(C)(C)OB([C:33]2[CH:34]=[C:35]([NH:39][C:40](=[O:42])[CH3:41])[CH:36]=[N:37][CH:38]=2)O1.C(=O)([O-])[O-].[K+].[K+]. Product: [CH3:8][N:6]1[CH:7]=[C:2]([C:33]2[CH:34]=[C:35]([NH:39][C:40](=[O:42])[CH3:41])[CH:36]=[N:37][CH:38]=2)[C:3]2[O:12][C:11]([CH2:13][N:14]3[CH2:19][CH2:18][N:17]([S:20]([CH3:23])(=[O:22])=[O:21])[CH2:16][C@H:15]3[CH3:24])=[CH:10][C:4]=2[C:5]1=[O:9]. The catalyst class is: 535. (3) Reactant: [C@H:1]1([NH2:8])[CH2:6][CH2:5][C@H:4]([NH2:7])[CH2:3][CH2:2]1.[CH3:9][C:10]([O:13][C:14](O[C:14]([O:13][C:10]([CH3:12])([CH3:11])[CH3:9])=[O:15])=[O:15])([CH3:12])[CH3:11]. The catalyst class is: 27. Product: [C:10]([O:13][C:14](=[O:15])[NH:7][CH:4]1[CH2:5][CH2:6][CH:1]([NH2:8])[CH2:2][CH2:3]1)([CH3:12])([CH3:11])[CH3:9].